This data is from Reaction yield outcomes from USPTO patents with 853,638 reactions. The task is: Predict the reaction yield, written as a fraction of the theoretical maximum amount of product (1.0 means a 100% yield; for example, 0.34 means a 34% yield). (1) The reactants are [Br:1][C:2]1[C:3]([O:12][CH3:13])=[C:4]([CH:7]=[C:8]([O:10][CH3:11])[CH:9]=1)[CH:5]=[O:6].[H-].[H-].[H-].[H-].[Li+].[Al+3]. The catalyst is C1COCC1. The product is [Br:1][C:2]1[C:3]([O:12][CH3:13])=[C:4]([CH2:5][OH:6])[CH:7]=[C:8]([O:10][CH3:11])[CH:9]=1. The yield is 0.930. (2) The reactants are [OH:1][C@:2]([C:25]1[N:29]=[C:28]([CH3:30])[O:27][N:26]=1)([CH3:24])[C:3]#[C:4][C:5]1[CH:6]=[C:7]([N:11]2[C:19]3[C:14](=[CH:15][CH:16]=[CH:17][CH:18]=3)[C:13]([C:20]([O:22]C)=O)=[N:12]2)[CH:8]=[CH:9][CH:10]=1.[NH3:31]. The catalyst is CO. The product is [OH:1][C@:2]([C:25]1[N:29]=[C:28]([CH3:30])[O:27][N:26]=1)([CH3:24])[C:3]#[C:4][C:5]1[CH:6]=[C:7]([N:11]2[C:19]3[C:14](=[CH:15][CH:16]=[CH:17][CH:18]=3)[C:13]([C:20]([NH2:31])=[O:22])=[N:12]2)[CH:8]=[CH:9][CH:10]=1. The yield is 0.270. (3) The reactants are C[Si]([C:5]#[C:6][C:7]1[CH:8]=[C:9]([CH:17]=[CH:18][CH:19]=1)[C:10]([O:12][C:13]([CH3:16])([CH3:15])[CH3:14])=[O:11])(C)C.CCCC[N+](CCCC)(CCCC)CCCC.[F-]. The catalyst is C1COCC1. The product is [C:6]([C:7]1[CH:8]=[C:9]([CH:17]=[CH:18][CH:19]=1)[C:10]([O:12][C:13]([CH3:15])([CH3:16])[CH3:14])=[O:11])#[CH:5]. The yield is 0.840. (4) The reactants are [O:1]=[C:2]1[C:26]2[C:21](=[CH:22][CH:23]=[CH:24][CH:25]=2)[O:20][C:4]2([CH2:9][CH2:8][N:7]([C:10]([O:12][CH2:13][C:14]3[CH:19]=[CH:18][CH:17]=[CH:16][CH:15]=3)=[O:11])[CH2:6][CH2:5]2)[CH2:3]1.[BH4-].[Na+]. The catalyst is CO. The product is [OH:1][CH:2]1[C:26]2[C:21](=[CH:22][CH:23]=[CH:24][CH:25]=2)[O:20][C:4]2([CH2:9][CH2:8][N:7]([C:10]([O:12][CH2:13][C:14]3[CH:19]=[CH:18][CH:17]=[CH:16][CH:15]=3)=[O:11])[CH2:6][CH2:5]2)[CH2:3]1. The yield is 0.980. (5) The reactants are CO[C:3](=[O:18])[C:4]1[CH:9]=[CH:8][C:7]([C:10]2[C:15]([F:16])=[CH:14][N:13]=[C:12]([Cl:17])[N:11]=2)=[CH:6][CH:5]=1.[Li+].[OH-].[CH2:21]([Cl:24])[CH2:22]Cl.[CH:25]1C=CC2N(O)N=NC=2[CH:30]=1.CC[N:37](CC)CC.[CH2:42]1[CH2:46][O:45][CH2:44][CH2:43]1. The catalyst is O.C(OCC)(=O)C. The product is [Cl:17][C:12]1[N:11]=[C:10]([C:7]2[CH:6]=[CH:5][C:4]([C:3]([NH:37][CH:42]([C:43]3[CH:30]=[CH:25][CH:22]=[C:21]([Cl:24])[CH:44]=3)[CH2:46][OH:45])=[O:18])=[CH:9][CH:8]=2)[C:15]([F:16])=[CH:14][N:13]=1. The yield is 0.550. (6) The yield is 0.880. The reactants are [F:1][CH:2]([F:25])[N:3]1[CH:7]=[C:6]([CH:8]2[CH2:12][CH2:11][C@:10]([C:17]3[CH:22]=[CH:21][CH:20]=[C:19]([F:23])[C:18]=3[CH3:24])([C:13]([O:15]C)=[O:14])[CH2:9]2)[CH:5]=[N:4]1.O[Li].O. The product is [F:25][CH:2]([F:1])[N:3]1[CH:7]=[C:6]([C@@H:8]2[CH2:12][CH2:11][C@:10]([C:17]3[CH:22]=[CH:21][CH:20]=[C:19]([F:23])[C:18]=3[CH3:24])([C:13]([OH:15])=[O:14])[CH2:9]2)[CH:5]=[N:4]1. The catalyst is CO.C1COCC1.O.